This data is from Forward reaction prediction with 1.9M reactions from USPTO patents (1976-2016). The task is: Predict the product of the given reaction. (1) Given the reactants S=[C:2]1[CH2:6][S:5][C:4](=[O:7])[NH:3]1.[NH2:8][CH2:9][CH2:10][O:11][CH2:12][CH2:13][OH:14], predict the reaction product. The product is: [OH:14][CH2:13][CH2:12][O:11][CH2:10][CH2:9][NH:8][C:2]1[CH2:6][S:5][C:4](=[O:7])[N:3]=1. (2) Given the reactants [CH2:1]([O:8][C:9]([O:11]N1C(=O)CCC1=O)=O)[C:2]1[CH:7]=[CH:6][CH:5]=[CH:4][CH:3]=1.[NH2:19][C@@H:20]([C:33]([OH:35])=[O:34])[CH2:21][C:22]1[CH:27]=[CH:26][C:25]([O:28][C:29]([CH3:32])([CH3:31])[CH3:30])=[CH:24][CH:23]=1.C(N(CC)CC)C, predict the reaction product. The product is: [NH:19]([C:9]([O:8][CH2:1][C:2]1[CH:3]=[CH:4][CH:5]=[CH:6][CH:7]=1)=[O:11])[C@@H:20]([C:33]([OH:35])=[O:34])[CH2:21][C:22]1[CH:23]=[CH:24][C:25]([O:28][C:29]([CH3:32])([CH3:30])[CH3:31])=[CH:26][CH:27]=1. (3) Given the reactants [C:1]([O:5][C:6]([N:8]([CH2:10][C:11]1[CH:12]=[C:13]([NH:22][C:23](=[O:36])[CH2:24][CH2:25][CH2:26][C:27]2[CH:32]=[CH:31][C:30](B(O)O)=[CH:29][CH:28]=2)[CH:14]=[CH:15][C:16]=1[S:17]([CH2:20][CH3:21])(=[O:19])=[O:18])[CH3:9])=[O:7])([CH3:4])([CH3:3])[CH3:2].[NH2:37][C:38]1[CH:39]=[C:40]2[C:45](=[CH:46][CH:47]=1)[C:44]([N:48]([C:56]([O:58][C:59]([CH3:62])([CH3:61])[CH3:60])=[O:57])[C:49]([O:51][C:52]([CH3:55])([CH3:54])[CH3:53])=[O:50])=[N:43][CH:42]=[CH:41]2.O.[C:64]([OH:68])(=[O:67])[CH:65]=O, predict the reaction product. The product is: [C:59]([O:58][C:56]([N:48]([C:49]([O:51][C:52]([CH3:53])([CH3:54])[CH3:55])=[O:50])[C:44]1[C:45]2[C:40](=[CH:39][C:38]([NH:37][CH:65]([C:30]3[CH:31]=[CH:32][C:27]([CH2:26][CH2:25][CH2:24][C:23]([NH:22][C:13]4[CH:14]=[CH:15][C:16]([S:17]([CH2:20][CH3:21])(=[O:19])=[O:18])=[C:11]([CH2:10][N:8]([C:6]([O:5][C:1]([CH3:4])([CH3:3])[CH3:2])=[O:7])[CH3:9])[CH:12]=4)=[O:36])=[CH:28][CH:29]=3)[C:64]([OH:68])=[O:67])=[CH:47][CH:46]=2)[CH:41]=[CH:42][N:43]=1)=[O:57])([CH3:62])([CH3:61])[CH3:60]. (4) Given the reactants [NH2:1][C:2]1[N:7]=[CH:6][C:5]([C:8]2[N:9]=[C:10]([N:28]3[CH2:33][CH2:32][O:31][CH2:30][CH2:29]3)[C:11]3[S:16][C:15]([C:17]4[CH:18]=[C:19]([CH2:23][C:24](O)=[O:25])[CH:20]=[CH:21][CH:22]=4)=[C:14]([CH3:27])[C:12]=3[N:13]=2)=[CH:4][N:3]=1.[NH:34]1[CH2:39][CH2:38][O:37][CH2:36][CH2:35]1, predict the reaction product. The product is: [NH2:1][C:2]1[N:7]=[CH:6][C:5]([C:8]2[N:9]=[C:10]([N:28]3[CH2:33][CH2:32][O:31][CH2:30][CH2:29]3)[C:11]3[S:16][C:15]([C:17]4[CH:18]=[C:19]([CH2:23][C:24]([N:34]5[CH2:39][CH2:38][O:37][CH2:36][CH2:35]5)=[O:25])[CH:20]=[CH:21][CH:22]=4)=[C:14]([CH3:27])[C:12]=3[N:13]=2)=[CH:4][N:3]=1. (5) Given the reactants C([CH2:3][O:4][C:5]1[CH:10]=[CH:9][CH:8]=[CH:7][C:6]=1[O:11][CH3:12])#N.[NH3:13], predict the reaction product. The product is: [NH2:13][CH2:3][O:4][C:5]1[CH:10]=[CH:9][CH:8]=[CH:7][C:6]=1[O:11][CH3:12]. (6) Given the reactants [Br:1][C:2]1[CH:7]=[CH:6][C:5]([NH:8][C:9]([C:11]2[CH:12]=[N:13][N:14]([CH3:30])[C:15]=2[NH:16][C:17](=O)[CH2:18][C@@H:19]2[CH2:23][CH2:22][N:21]([C:24]([CH:26]3[CH2:28][CH2:27]3)=[O:25])[CH2:20]2)=[O:10])=[CH:4][CH:3]=1, predict the reaction product. The product is: [Br:1][C:2]1[CH:7]=[CH:6][C:5]([N:8]2[C:9](=[O:10])[C:11]3[CH:12]=[N:13][N:14]([CH3:30])[C:15]=3[N:16]=[C:17]2[CH2:18][C@@H:19]2[CH2:23][CH2:22][N:21]([C:24]([CH:26]3[CH2:28][CH2:27]3)=[O:25])[CH2:20]2)=[CH:4][CH:3]=1. (7) Given the reactants Cl[C:2]1[CH:20]=[CH:19]C(C(OC2CNC2)[C:2]2[CH:20]=[CH:19]C(Cl)=[CH:4][CH:3]=2)=[CH:4][CH:3]=1.[N-]=C=O.Cl[C:25]1[CH:50]=[C:49]([Cl:51])[CH:48]=[CH:47][C:26]=1[CH:27]([O:35][CH:36]1[CH2:39][N:38]([C:40]([NH:42][C:43](C)([CH3:45])[CH3:44])=[O:41])[CH2:37]1)[C:28]1[CH:33]=[CH:32][C:31]([Cl:34])=[CH:30][CH:29]=1, predict the reaction product. The product is: [Cl:51][C:49]1[CH:48]=[CH:47][C:26]([CH:27]([O:35][CH:36]2[CH2:39][N:38]([C:40]([NH:42][C@@H:43]([CH3:45])[C:44]3[CH:19]=[CH:20][CH:2]=[CH:3][CH:4]=3)=[O:41])[CH2:37]2)[C:28]2[CH:29]=[CH:30][C:31]([Cl:34])=[CH:32][CH:33]=2)=[CH:25][CH:50]=1.